From a dataset of Peptide-MHC class I binding affinity with 185,985 pairs from IEDB/IMGT. Regression. Given a peptide amino acid sequence and an MHC pseudo amino acid sequence, predict their binding affinity value. This is MHC class I binding data. (1) The peptide sequence is LSARNKLFK. The MHC is HLA-A31:01 with pseudo-sequence HLA-A31:01. The binding affinity (normalized) is 0.526. (2) The peptide sequence is NQFGTMPSL. The MHC is HLA-B58:01 with pseudo-sequence HLA-B58:01. The binding affinity (normalized) is 0.0847. (3) The peptide sequence is IFLKPEETF. The MHC is HLA-A26:02 with pseudo-sequence HLA-A26:02. The binding affinity (normalized) is 0.0847. (4) The binding affinity (normalized) is 0.0847. The MHC is HLA-A11:01 with pseudo-sequence HLA-A11:01. The peptide sequence is GQWDGWVWL. (5) The peptide sequence is DVSLIIEYK. The MHC is HLA-A33:01 with pseudo-sequence HLA-A33:01. The binding affinity (normalized) is 0.565. (6) The peptide sequence is WAQDAAMY. The MHC is HLA-A03:01 with pseudo-sequence HLA-A03:01. The binding affinity (normalized) is 0.